Dataset: Catalyst prediction with 721,799 reactions and 888 catalyst types from USPTO. Task: Predict which catalyst facilitates the given reaction. (1) Reactant: [CH3:1][O:2][C:3]1[CH:8]=[CH:7][C:6]([CH:9]([NH:18][C:19]2[N:27]=[C:26]([NH:28][NH2:29])[N:25]=[C:24]3[C:20]=2[N:21]=[CH:22][N:23]3[C@@H:30]2[CH2:34][C@H:33]([NH:35][C:36](=[O:39])[CH2:37][CH3:38])[C@@H:32]([OH:40])[C@H:31]2[OH:41])[C:10]2[CH:15]=[CH:14][C:13]([O:16][CH3:17])=[CH:12][CH:11]=2)=[CH:5][CH:4]=1.[CH2:42]([O:44][C:45](=[O:51])[CH:46]([CH:49]=O)[CH:47]=O)[CH3:43]. Product: [CH2:42]([O:44][C:45]([C:46]1[CH:47]=[N:29][N:28]([C:26]2[N:25]=[C:24]3[C:20]([N:21]=[CH:22][N:23]3[C@@H:30]3[CH2:34][C@H:33]([NH:35][C:36](=[O:39])[CH2:37][CH3:38])[C@@H:32]([OH:40])[C@H:31]3[OH:41])=[C:19]([NH:18][CH:9]([C:10]3[CH:15]=[CH:14][C:13]([O:16][CH3:17])=[CH:12][CH:11]=3)[C:6]3[CH:5]=[CH:4][C:3]([O:2][CH3:1])=[CH:8][CH:7]=3)[N:27]=2)[CH:49]=1)=[O:51])[CH3:43]. The catalyst class is: 8. (2) Reactant: [C:1]1([S:7]([N:10]2[C:18]3[CH:17]=[CH:16][CH:15]=[C:14]([C:19](OC)=[O:20])[C:13]=3[CH:12]=[N:11]2)(=[O:9])=[O:8])[CH:6]=[CH:5][CH:4]=[CH:3][CH:2]=1.[BH4-].[Li+]. Product: [C:1]1([S:7]([N:10]2[C:18]3[C:13](=[C:14]([CH2:19][OH:20])[CH:15]=[CH:16][CH:17]=3)[CH:12]=[N:11]2)(=[O:8])=[O:9])[CH:2]=[CH:3][CH:4]=[CH:5][CH:6]=1. The catalyst class is: 182. (3) Reactant: [Br:1][CH2:2][CH2:3][CH2:4][OH:5].[C:6]([Si:10](Cl)([C:17]1[CH:22]=[CH:21][CH:20]=[CH:19][CH:18]=1)[C:11]1[CH:16]=[CH:15][CH:14]=[CH:13][CH:12]=1)([CH3:9])([CH3:8])[CH3:7].N1C=CN=C1. Product: [Br:1][CH2:2][CH2:3][CH2:4][O:5][Si:10]([C:6]([CH3:9])([CH3:8])[CH3:7])([C:17]1[CH:18]=[CH:19][CH:20]=[CH:21][CH:22]=1)[C:11]1[CH:16]=[CH:15][CH:14]=[CH:13][CH:12]=1. The catalyst class is: 172.